This data is from Experimentally validated miRNA-target interactions with 360,000+ pairs, plus equal number of negative samples. The task is: Binary Classification. Given a miRNA mature sequence and a target amino acid sequence, predict their likelihood of interaction. (1) The miRNA is hsa-miR-1827 with sequence UGAGGCAGUAGAUUGAAU. The protein sequence of the target gene is MMAKSALRENGTNSETFRQRFRRFHYQEVAGPREAFSQLWELCCRWLRPEVRTKEQIVELLVLEQFLTVLPGEIQNWVQEQCPENGEEAVTLVEDLEREPGRPRSSVTVSVKGQEVRLEKMTPPKSSQELLSVRQESVEPQPRGVPKKERARSPDLGPQEQMNPKEKLKPFQRSGLPFPKSGVVSRLEQGEPWIPDLLGSKEKELPSGSHIGDRRVHADLLPSKKDRRSWVEQDHWSFEDEKVAGVHWGYEETRTLLAILSQTEFYEALRNCHRNSQVYGAVAERLREYGFLRTLEQCRT.... Result: 1 (interaction). (2) The miRNA is hsa-miR-633 with sequence CUAAUAGUAUCUACCACAAUAAA. The protein sequence of the target gene is MAASKVKQDMPPPGGYGPIDYKRNLPRRGLSGYSMLAIGIGTLIYGHWSIMKWNRERRRLQIEDFEARIALLPLLQAETDRRTLQMLRENLEEEAIIMKDVPDWKVGESVFHTTRWVPPLIGELYGLRTTEEALHASHGFMWYT. Result: 0 (no interaction). (3) The miRNA is hsa-miR-764 with sequence GCAGGUGCUCACUUGUCCUCCU. The protein sequence of the target gene is MASGKIIKLVVFELLEFAAFSIPTLVIMEQFATANQRTKSERTHYWLIVSCSIAYVAVVSLLIWVPVKVVLYKKRHLYKKIIGWRPVLVMCVVLTTLPSFSFSIAVTEVQKNINGSANSLPESLPDLPVSLVLLSLIVVDIIEKLRQYPLRGSQKGYEDNDICITSLQQIKTVTEQVVQSDGNPASAQAAKPTAMSQPRNHVAVLAGPLEPSFQSRILRTMSQRDVRAELFLRSFLMWADTVEMLRVAGHQAVYKSAWLYPVYIFSFISLLRMVFTPKNPLLNSLGILMQDLPFVFLRLS.... Result: 0 (no interaction). (4) The miRNA is hsa-miR-4768-3p with sequence CCAGGAGAUCCAGAGAGAAU. The protein sequence of the target gene is MAMALTDPAQVSVTFDDVAVTFTQEEWGQLDLAQRTLYQEVMLENCGLLVSLGCPVPRPELIYHLEHGQEPWTRKEDLSQGTCPGDKGKPKSTEPTTCELALSEGISFWGQLTQGASGDSQLGQPKDQDGFSEMQGERLRPGLDSQKEKLPGKMSPKHDGLGTADSVCSRIIQDRVSLGDDVHDCDSHGSGKNPVIQEEENIFKCNECEKVFNKKRLLARHERIHSGVKPYECTECGKTFSKSTYLLQHHMVHTGEKPYKCMECGKAFNRKSHLTQHQRIHSGEKPYKCSECGKAFTHRS.... Result: 1 (interaction). (5) The miRNA is mmu-miR-1b-5p with sequence UACAUACUUCUUUACAUUCCA. The protein sequence of the target gene is MPGTVATLRFQLLPPEPDDAFWGAPCEQPLERRYQALPALVCIMCCLFGVVYCFFGYRCFKAVLFLTGLLFGSVVIFLLCYRERVLETQLSAGASAGIALGIGLLCGLVAMLVRSVGLFLVGLLLGLLLAAAALLGSAPYYQPGSVWGPLGLLLGGGLLCALLTLRWPRPLTTLATAVTGAALIATAADYFAELLLLGRYVVERLRAAPVPPLCWRSWALLALWPLLSLMGVLVQWRVTAEGDSHTEVVISRQRRRVQLMRIRQQEDRKEKRRKKRPPRAPLRGPRAPPRPGPPDPAYRR.... Result: 0 (no interaction). (6) The miRNA is hsa-miR-4780 with sequence ACCCUUGAGCCUGAUCCCUAGC. The protein sequence of the target gene is MGAPRSLLLALAAGLAVARPPNIVLIFADDLGYGDLGCYGHPSSTTPNLDQLAAGGLRFTDFYVPVSLCTPSRAALLTGRLPVRMGMYPGVLVPSSRGGLPLEEVTVAEVLAARGYLTGMAGKWHLGVGPEGAFLPPHQGFHRFLGIPYSHDQGPCQNLTCFPPATPCDGGCDQGLVPIPLLANLSVEAQPPWLPGLEARYMAFAHDLMADAQRQDRPFFLYYASHHTHYPQFSGQSFAERSGRGPFGDSLMELDAAVGTLMTAIGDLGLLEETLVIFTADNGPETMRMSRGGCSGLLRC.... Result: 0 (no interaction). (7) The protein sequence of the target gene is MAGGPGPGEPVVPGAQHFLYEVPPWVMCRFYKVMDALEPADWCQFAALIVRDQTELRLCERSEQRTASVLWPWINRNARVADLVHILTHLQLLRARDIITAWHPPAPVVPPSTAAPRPSSISAGSEAGDWSPRKLQSSASTFLSPAFPGSQTHSESELLQVPLPVSLGPPLPSSAPSSTKSSPESPVSGLQRAHPSPFCWPFCEISQGTCNFSEELRIGEGGFGCVYRAVMRNTTYAVKRLKEEADLEWTMVKQSFLTEVEQLSRFRHPNIVDFAGYCAESGLYCLVYGFLPNGSLEDQL.... Result: 0 (no interaction). The miRNA is hsa-miR-2277-3p with sequence UGACAGCGCCCUGCCUGGCUC.